This data is from Catalyst prediction with 721,799 reactions and 888 catalyst types from USPTO. The task is: Predict which catalyst facilitates the given reaction. (1) Reactant: C[Al](C)C.[CH3:5][NH2:6].C(O[C:10]([C:12]1[N:13]=[N:14][C:15]([O:18][CH2:19][C:20]2[C:21]([C:26]3[CH:31]=[CH:30][CH:29]=[C:28]([F:32])[CH:27]=3)=[N:22][O:23][C:24]=2[CH3:25])=[CH:16][CH:17]=1)=[O:11])C.C(C(C(C([O-])=O)O)O)([O-])=O.[K+].[Na+]. Product: [CH3:5][NH:6][C:10]([C:12]1[N:13]=[N:14][C:15]([O:18][CH2:19][C:20]2[C:21]([C:26]3[CH:31]=[CH:30][CH:29]=[C:28]([F:32])[CH:27]=3)=[N:22][O:23][C:24]=2[CH3:25])=[CH:16][CH:17]=1)=[O:11]. The catalyst class is: 12. (2) Reactant: Cl[C:2]1[C:7]([C:8]([F:11])([F:10])[F:9])=[CH:6][N:5]=[C:4]([NH:12][C:13]2[CH:18]=[CH:17][C:16]([CH:19]3[CH2:24][CH2:23][N:22]([C:25]([O:27][C:28]([CH3:31])([CH3:30])[CH3:29])=[O:26])[CH2:21][CH2:20]3)=[CH:15][CH:14]=2)[N:3]=1.F[B-](F)(F)F.[C:37]([C:39]1[CH:44]=[CH:43][CH:42]=[CH:41][C:40]=1[CH:45]([CH2:49][CH3:50])[C:46]([NH2:48])=[O:47])#[CH:38].CCN(CC)CC. Product: [NH2:48][C:46](=[O:47])[CH:45]([C:40]1[CH:41]=[CH:42][CH:43]=[CH:44][C:39]=1[C:37]#[C:38][C:2]1[C:7]([C:8]([F:11])([F:10])[F:9])=[CH:6][N:5]=[C:4]([NH:12][C:13]2[CH:18]=[CH:17][C:16]([CH:19]3[CH2:24][CH2:23][N:22]([C:25]([O:27][C:28]([CH3:31])([CH3:30])[CH3:29])=[O:26])[CH2:21][CH2:20]3)=[CH:15][CH:14]=2)[N:3]=1)[CH2:49][CH3:50]. The catalyst class is: 538.